This data is from Catalyst prediction with 721,799 reactions and 888 catalyst types from USPTO. The task is: Predict which catalyst facilitates the given reaction. (1) Reactant: [CH3:1][O:2][C:3]1[CH:4]=[C:5]2[C:10](=[CH:11][CH:12]=1)[C:9](=O)[CH2:8][CH2:7][CH2:6]2.[CH3:14][Li].Cl. Product: [CH3:1][O:2][C:3]1[CH:4]=[C:5]2[C:10]([C:9]([CH3:14])=[CH:8][CH2:7][CH2:6]2)=[CH:11][CH:12]=1. The catalyst class is: 1. (2) Reactant: [OH:1][C:2]1[CH:3]=[C:4]([C:7]([N+:13]([O-:15])=[O:14])=[CH:8][C:9]=1[CH2:10][CH:11]=[CH2:12])[CH2:5][OH:6].[C:16](=O)([O-])[O-].[K+].[K+].IC. Product: [CH3:16][O:1][C:2]1[CH:3]=[C:4]([C:7]([N+:13]([O-:15])=[O:14])=[CH:8][C:9]=1[CH2:10][CH:11]=[CH2:12])[CH2:5][OH:6]. The catalyst class is: 9. (3) Reactant: [C:1]([NH:7][C:8](=[O:30])[NH:9][C:10]1[N:15]=[CH:14][C:13]([O:16][C:17]2[CH:22]=[CH:21][N:20]=[C:19]([NH:23][C:24](=[O:29])OC(C)=C)[CH:18]=2)=[CH:12][CH:11]=1)(=[O:6])[C:2]([CH3:5])([CH3:4])[CH3:3].Cl.Cl.[CH3:33][N:34]([CH3:41])[CH:35]1[CH2:40][CH2:39][NH:38][CH2:37][CH2:36]1.CN1CCCC1. Product: [CH3:33][N:34]([CH3:41])[CH:35]1[CH2:40][CH2:39][N:38]([C:24]([NH:23][C:19]2[CH:18]=[C:17]([O:16][C:13]3[CH:14]=[N:15][C:10]([NH:9][C:8]([NH:7][C:1](=[O:6])[C:2]([CH3:3])([CH3:5])[CH3:4])=[O:30])=[CH:11][CH:12]=3)[CH:22]=[CH:21][N:20]=2)=[O:29])[CH2:37][CH2:36]1. The catalyst class is: 12. (4) Reactant: [NH2:1][C:2]1[CH:3]=[CH:4][C:5]([CH3:24])=[C:6]([C:8]2[CH:9]=[C:10]3[C:14](=[CH:15][CH:16]=2)[C:13](=[O:17])[N:12]([C:18]2[CH:23]=[CH:22][CH:21]=[CH:20][CH:19]=2)[CH2:11]3)[CH:7]=1.[CH:25]1([CH2:28][C:29](O)=[O:30])[CH2:27][CH2:26]1.C1C=CC2N(O)N=NC=2C=1.C1CN([P+](ON2N=NC3C=CC=CC2=3)(N2CCCC2)N2CCCC2)CC1.F[P-](F)(F)(F)(F)F.C(N(CC)C(C)C)(C)C. Product: [CH:25]1([CH2:28][C:29]([NH:1][C:2]2[CH:3]=[CH:4][C:5]([CH3:24])=[C:6]([C:8]3[CH:9]=[C:10]4[C:14](=[CH:15][CH:16]=3)[C:13](=[O:17])[N:12]([C:18]3[CH:23]=[CH:22][CH:21]=[CH:20][CH:19]=3)[CH2:11]4)[CH:7]=2)=[O:30])[CH2:27][CH2:26]1. The catalyst class is: 3. (5) Reactant: [CH3:1][C:2]1[CH:3]=[CH:4][CH:5]=[C:6]2[C:11]=1[N:10]=[C:9]([N:12]1[CH2:17][CH2:16][N:15]([CH2:18][C:19](=[O:25])[N:20]3[CH2:24][CH2:23][CH2:22][CH2:21]3)[CH2:14][CH2:13]1)[C:8]([CH:26]=O)=[CH:7]2.[F:28][C:29]([F:43])([F:42])[C:30]1[CH:31]=[C:32]([CH:35]=[C:36]([C:38]([F:41])([F:40])[F:39])[CH:37]=1)[CH2:33][NH2:34].C(O)(=O)C.C(O[BH-](OC(=O)C)OC(=O)C)(=O)C.[Na+]. Product: [F:28][C:29]([F:42])([F:43])[C:30]1[CH:31]=[C:32]([CH:35]=[C:36]([C:38]([F:41])([F:39])[F:40])[CH:37]=1)[CH2:33][NH:34][CH2:26][C:8]1[C:9]([N:12]2[CH2:17][CH2:16][N:15]([CH2:18][C:19]([N:20]3[CH2:24][CH2:23][CH2:22][CH2:21]3)=[O:25])[CH2:14][CH2:13]2)=[N:10][C:11]2[C:6]([CH:7]=1)=[CH:5][CH:4]=[CH:3][C:2]=2[CH3:1]. The catalyst class is: 1.